This data is from Forward reaction prediction with 1.9M reactions from USPTO patents (1976-2016). The task is: Predict the product of the given reaction. (1) Given the reactants [F:1][C:2]1[CH:3]=[C:4]2[C:8](=[CH:9][CH:10]=1)[NH:7][C:6](=[O:11])[C:5]2=[C:12]1[C:20]2[C:15](=[N:16][C:17]([CH:21]=[CH2:22])=[CH:18][CH:19]=2)[CH2:14][O:13]1.[CH3:23][O:24][CH2:25][CH2:26][NH:27][CH3:28], predict the reaction product. The product is: [F:1][C:2]1[CH:3]=[C:4]2[C:8](=[CH:9][CH:10]=1)[NH:7][C:6](=[O:11])[C:5]2=[C:12]1[C:20]2[C:15](=[N:16][C:17]([CH2:21][CH2:22][N:27]([CH2:26][CH2:25][O:24][CH3:23])[CH3:28])=[CH:18][CH:19]=2)[CH2:14][O:13]1. (2) Given the reactants [NH2:1][C:2]1[N:7]=[CH:6][C:5]([C:8]2[CH:9]=[C:10]3[C:15](=[C:16]([NH:18][C:19]([CH3:22])([CH3:21])[CH3:20])[N:17]=2)[C:14](=[O:23])[N:13]([CH:24]2[CH2:27][O:26][CH2:25]2)[CH:12]=[CH:11]3)=[CH:4][N:3]=1.[Li+].[OH-].CC([OH:33])C, predict the reaction product. The product is: [NH2:1][C:2]1[N:3]=[CH:4][C:5]([C:8]2[CH:9]=[C:10]3[C:15](=[C:16]([NH:18][C:19]([CH3:22])([CH3:21])[CH3:20])[N:17]=2)[C:14](=[O:23])[N:13]([CH:24]([CH2:25][OH:33])[CH2:27][OH:26])[CH:12]=[CH:11]3)=[CH:6][N:7]=1. (3) The product is: [Cl:15][C:16]1[CH:23]=[C:22]([O:7][CH:5]([CH3:6])[CH2:4][CH2:3][CH:2]([OH:8])[CH3:1])[CH:21]=[CH:20][C:17]=1[C:18]#[N:19]. Given the reactants [CH3:1][CH:2]([OH:8])[CH2:3][CH2:4][CH:5]([OH:7])[CH3:6].[O-]CCCC.[K+].[Cl:15][C:16]1[CH:23]=[C:22](F)[CH:21]=[CH:20][C:17]=1[C:18]#[N:19], predict the reaction product. (4) Given the reactants C1(OC2C=CC([N+]([O-])=O)=C([C:12]3[CH:13]=[C:14]([CH:28]=[CH:29][N:30]=3)[C:15]([NH:17][C@@H]3C4C(=CC=CC=4)CCC3)=[O:16])C=2)CCC1.[H][H], predict the reaction product. The product is: [C:15]([NH2:17])(=[O:16])[C:14]1[CH:28]=[CH:29][N:30]=[CH:12][CH:13]=1. (5) The product is: [CH2:26]([N:10]1[C:9]2[N:8]=[C:7]([CH2:6][C:5]3[CH:4]=[CH:3][C:2]([NH:1][S:39]([C:36]4[CH:37]=[N:38][C:33]([Cl:32])=[CH:34][CH:35]=4)(=[O:41])=[O:40])=[CH:31][CH:30]=3)[NH:15][C:14]=2[C:13](=[O:16])[N:12]([CH2:17][C:18]2[CH:23]=[CH:22][CH:21]=[CH:20][C:19]=2[F:24])[C:11]1=[O:25])[CH2:27][CH2:28][CH3:29]. Given the reactants [NH2:1][C:2]1[CH:31]=[CH:30][C:5]([CH2:6][C:7]2[NH:15][C:14]3[C:13](=[O:16])[N:12]([CH2:17][C:18]4[CH:23]=[CH:22][CH:21]=[CH:20][C:19]=4[F:24])[C:11](=[O:25])[N:10]([CH2:26][CH2:27][CH2:28][CH3:29])[C:9]=3[N:8]=2)=[CH:4][CH:3]=1.[Cl:32][C:33]1[N:38]=[CH:37][C:36]([S:39](Cl)(=[O:41])=[O:40])=[CH:35][CH:34]=1, predict the reaction product. (6) The product is: [CH:39]1([C:34]2[CH:33]=[C:32]([C:28]3[CH:27]=[C:26]([C:24]4[CH2:23][C:22](=[O:42])[NH:21][C:9]5[CH:10]=[C:11]([C:17]([F:20])([F:19])[F:18])[C:12]([O:14][CH2:15][CH3:16])=[CH:13][C:8]=5[N:7]=4)[CH:31]=[CH:30][CH:29]=3)[CH:37]=[C:36]([CH3:38])[N:35]=2)[CH2:41][CH2:40]1. Given the reactants C(OC(=O)[NH:7][C:8]1[CH:13]=[C:12]([O:14][CH2:15][CH3:16])[C:11]([C:17]([F:20])([F:19])[F:18])=[CH:10][C:9]=1[NH:21][C:22](=[O:42])[CH2:23][C:24]([C:26]1[CH:31]=[CH:30][CH:29]=[C:28]([C:32]2[CH:37]=[C:36]([CH3:38])[N:35]=[C:34]([CH:39]3[CH2:41][CH2:40]3)[CH:33]=2)[CH:27]=1)=O)(C)(C)C.C(O)(C(F)(F)F)=O, predict the reaction product. (7) Given the reactants [O:1]=[C:2]1[N:6]([NH:7][S:8]([CH3:11])(=[O:10])=[O:9])[C:5](=[O:12])[CH2:4][S:3]1.[C:13]([C:15]1[CH:42]=[CH:41][C:18]([CH2:19][N:20]2[C:28]3[C:23](=[CH:24][C:25](/[CH:29]=C4/C(=O)N(CC(O)=O)C(=O)S/4)=[CH:26][CH:27]=3)[CH:22]=[N:21]2)=[C:17]([C:43]([F:46])([F:45])[F:44])[CH:16]=1)#[N:14], predict the reaction product. The product is: [C:13]([C:15]1[CH:42]=[CH:41][C:18]([CH2:19][N:20]2[C:28]3[C:23](=[CH:24][C:25](/[CH:29]=[C:4]4/[C:5](=[O:12])[N:6]([NH:7][S:8]([CH3:11])(=[O:10])=[O:9])[C:2](=[O:1])[S:3]/4)=[CH:26][CH:27]=3)[CH:22]=[N:21]2)=[C:17]([C:43]([F:46])([F:45])[F:44])[CH:16]=1)#[N:14]. (8) Given the reactants [CH2:1]([O:3][C:4](=[O:31])[CH:5]([C:11]1[CH:16]=[CH:15][C:14]([C:17](=[O:27])[C:18]2[CH:23]=[CH:22][CH:21]=[C:20]([N+:24]([O-:26])=[O:25])[CH:19]=2)=[CH:13][C:12]=1[N+:28]([O-:30])=[O:29])C(OCC)=O)[CH3:2].CS(C)=O.O, predict the reaction product. The product is: [CH2:1]([O:3][C:4](=[O:31])[CH2:5][C:11]1[CH:16]=[CH:15][C:14]([C:17](=[O:27])[C:18]2[CH:23]=[CH:22][CH:21]=[C:20]([N+:24]([O-:26])=[O:25])[CH:19]=2)=[CH:13][C:12]=1[N+:28]([O-:30])=[O:29])[CH3:2].